This data is from Full USPTO retrosynthesis dataset with 1.9M reactions from patents (1976-2016). The task is: Predict the reactants needed to synthesize the given product. The reactants are: [NH2:1][C:2]([C:6]1([C:9]([O:11]C(C)(C)C)=[O:10])[CH2:8][CH2:7]1)([CH3:5])[CH2:3][NH2:4].O.[ClH:17]. Given the product [ClH:17].[ClH:17].[NH2:1][C:2]([C:6]1([C:9]([OH:11])=[O:10])[CH2:7][CH2:8]1)([CH3:5])[CH2:3][NH2:4], predict the reactants needed to synthesize it.